From a dataset of NCI-60 drug combinations with 297,098 pairs across 59 cell lines. Regression. Given two drug SMILES strings and cell line genomic features, predict the synergy score measuring deviation from expected non-interaction effect. (1) Cell line: SF-268. Drug 2: CC1=CC=C(C=C1)C2=CC(=NN2C3=CC=C(C=C3)S(=O)(=O)N)C(F)(F)F. Synergy scores: CSS=30.2, Synergy_ZIP=-1.69, Synergy_Bliss=7.42, Synergy_Loewe=-22.7, Synergy_HSA=5.16. Drug 1: CC1C(C(CC(O1)OC2CC(CC3=C2C(=C4C(=C3O)C(=O)C5=C(C4=O)C(=CC=C5)OC)O)(C(=O)C)O)N)O.Cl. (2) Drug 1: C1CCC(CC1)NC(=O)N(CCCl)N=O. Drug 2: C1=NC2=C(N=C(N=C2N1C3C(C(C(O3)CO)O)O)F)N. Cell line: NCI-H522. Synergy scores: CSS=16.3, Synergy_ZIP=-6.43, Synergy_Bliss=-5.04, Synergy_Loewe=-4.16, Synergy_HSA=-3.61. (3) Drug 1: CC1=CC2C(CCC3(C2CCC3(C(=O)C)OC(=O)C)C)C4(C1=CC(=O)CC4)C. Drug 2: C1C(C(OC1N2C=NC3=C(N=C(N=C32)Cl)N)CO)O. Cell line: DU-145. Synergy scores: CSS=-9.35, Synergy_ZIP=2.84, Synergy_Bliss=-0.925, Synergy_Loewe=-4.07, Synergy_HSA=-6.35. (4) Drug 1: C1=NC2=C(N1)C(=S)N=C(N2)N. Drug 2: CC1=C2C(C(=O)C3(C(CC4C(C3C(C(C2(C)C)(CC1OC(=O)C(C(C5=CC=CC=C5)NC(=O)C6=CC=CC=C6)O)O)OC(=O)C7=CC=CC=C7)(CO4)OC(=O)C)O)C)OC(=O)C. Cell line: NCI-H322M. Synergy scores: CSS=39.1, Synergy_ZIP=-2.80, Synergy_Bliss=-3.24, Synergy_Loewe=-3.24, Synergy_HSA=0.154. (5) Drug 1: C1=CC(=CC=C1CCCC(=O)O)N(CCCl)CCCl. Drug 2: CN(C(=O)NC(C=O)C(C(C(CO)O)O)O)N=O. Cell line: UACC-257. Synergy scores: CSS=-2.63, Synergy_ZIP=-4.15, Synergy_Bliss=-9.28, Synergy_Loewe=-10.9, Synergy_HSA=-8.23.